Dataset: hERG potassium channel inhibition data for cardiac toxicity prediction from Karim et al.. Task: Regression/Classification. Given a drug SMILES string, predict its toxicity properties. Task type varies by dataset: regression for continuous values (e.g., LD50, hERG inhibition percentage) or binary classification for toxic/non-toxic outcomes (e.g., AMES mutagenicity, cardiotoxicity, hepatotoxicity). Dataset: herg_karim. (1) The molecule is CC(C)Cc1ccc([C@H](C)C(=O)O)cc1. The result is 0 (non-blocker). (2) The result is 0 (non-blocker). The molecule is CCN[C@H]1CC[C@@H](c2c[nH]c3ccc(N=C(N)c4cccs4)cc32)CC1. (3) The drug is COc1ccc(CCCN2C(=O)N(NS(C)(=O)=O)CC2c2ccc(OC)cc2)cc1. The result is 0 (non-blocker). (4) The molecule is COc1ccc(CCN2C(=O)N(NS(C)(=O)=O)CC2c2ccc(OC(C)C)cc2)cc1. The result is 0 (non-blocker). (5) The molecule is O=C1COc2ccc(CNC34CCC(CC5(O)Cn6c(=O)cc(Cl)c7ncc(F)c5c76)(CC3)OC4)nc2N1. The result is 0 (non-blocker). (6) The compound is Cc1[nH]nc(C(=O)NC2CC(C)(C)Oc3nc(-c4ccc(Cl)cc4Cl)c(-c4ccc(Cl)cc4)cc32)c1C. The result is 1 (blocker). (7) The compound is COc1cc2c(Oc3ccc(-c4cnc(Nc5ccc(F)cc5)n(C)c4=O)cc3F)ccnc2cc1OCCCN1CCOCC1. The result is 0 (non-blocker). (8) The molecule is CC(C)S(=O)(=O)NC1COCC1c1ccc(-c2ccsc2)cc1. The result is 0 (non-blocker). (9) The molecule is Nc1nc2ccc(Cl)cc2n1CC(O)c1cccc(Cl)c1Cl. The result is 0 (non-blocker). (10) The molecule is COc1ccc(-n2cnc3c(-c4ccccc4F)csc3c2=O)cc1. The result is 0 (non-blocker).